From a dataset of Forward reaction prediction with 1.9M reactions from USPTO patents (1976-2016). Predict the product of the given reaction. (1) Given the reactants C1(P(C2C=CC=CC=2)C2C=CC=CC=2)C=CC=CC=1.N1C=CN=C1.[I:25]I.[C:27]([O:31][C:32]([NH:34][C@@H:35]([CH2:45]O)[C:36]([O:38][CH:39]1[CH2:44][CH2:43][CH2:42][CH2:41][CH2:40]1)=[O:37])=[O:33])([CH3:30])([CH3:29])[CH3:28], predict the reaction product. The product is: [C:27]([O:31][C:32]([NH:34][C@@H:35]([CH2:45][I:25])[C:36]([O:38][CH:39]1[CH2:44][CH2:43][CH2:42][CH2:41][CH2:40]1)=[O:37])=[O:33])([CH3:30])([CH3:29])[CH3:28]. (2) Given the reactants [N:1]1([CH2:6][N:7]2[CH:11]=[N:10][CH:9]=[N:8]2)[CH2:5][CH2:4][CH2:3][CH2:2]1.C([Li])CCC.[CH:17]1([C:23]([C:25]2[CH:30]=[CH:29][CH:28]=[CH:27][CH:26]=2)=[O:24])[CH2:22][CH2:21][CH2:20][CH2:19][CH2:18]1.O, predict the reaction product. The product is: [CH:25]1([C:23]([C:17]2[CH:18]=[CH:19][CH:20]=[CH:21][CH:22]=2)([C:11]2[N:7]([CH2:6][N:1]3[CH2:2][CH2:3][CH2:4][CH2:5]3)[N:8]=[CH:9][N:10]=2)[OH:24])[CH2:26][CH2:27][CH2:28][CH2:29][CH2:30]1. (3) Given the reactants C(#N)C.[OH:4][C:5]1[CH:20]=[CH:19][C:8]([CH2:9][CH2:10][NH:11][C:12](=[O:18])[O:13][C:14]([CH3:17])([CH3:16])[CH3:15])=[CH:7][C:6]=1[O:21][CH3:22].Br[CH:24]([CH3:26])[CH3:25].C(=O)([O-])[O-].[K+].[K+], predict the reaction product. The product is: [CH:24]([O:4][C:5]1[CH:20]=[CH:19][C:8]([CH2:9][CH2:10][NH:11][C:12](=[O:18])[O:13][C:14]([CH3:17])([CH3:15])[CH3:16])=[CH:7][C:6]=1[O:21][CH3:22])([CH3:26])[CH3:25]. (4) Given the reactants [C:1]12([CH:11]=[C:12]([C:15]3[CH:20]=[CH:19][CH:18]=[CH:17][CH:16]=3)[C:13]#[N:14])[CH2:10][CH:5]3[CH2:6][CH:7]([CH2:9][CH:3]([CH2:4]3)[CH2:2]1)[CH2:8]2, predict the reaction product. The product is: [C:1]12([CH2:11][CH:12]([C:15]3[CH:16]=[CH:17][CH:18]=[CH:19][CH:20]=3)[C:13]#[N:14])[CH2:10][CH:5]3[CH2:6][CH:7]([CH2:9][CH:3]([CH2:4]3)[CH2:2]1)[CH2:8]2. (5) Given the reactants C(O)(C(F)(F)[F:4])=O.C(OC(=O)[NH:14][C@H:15]([C:18]1[CH:23]=[CH:22][CH:21]=[C:20]([N:24]2[CH2:29][CH2:28][O:27][CH2:26][CH2:25]2)[C:19]=1F)[CH2:16][OH:17])(C)(C)C, predict the reaction product. The product is: [NH2:14][C@H:15]([C:18]1[CH:23]=[CH:22][C:21]([F:4])=[C:20]([N:24]2[CH2:29][CH2:28][O:27][CH2:26][CH2:25]2)[CH:19]=1)[CH2:16][OH:17].